Task: Predict the product of the given reaction.. Dataset: Forward reaction prediction with 1.9M reactions from USPTO patents (1976-2016) (1) Given the reactants C(=O)([O-])[O-].[Cs+].[Cs+].Br[CH2:8][C:9]1[CH:14]=[CH:13][C:12]([F:15])=[C:11]([F:16])[CH:10]=1.[CH:17]([C:19]1[CH:20]=[CH:21][C:22]([OH:28])=[C:23]([CH:27]=1)[C:24]([OH:26])=[O:25])=[O:18], predict the reaction product. The product is: [F:16][C:11]1[CH:10]=[C:9]([CH2:8][O:28][C:22]2[CH:21]=[CH:20][C:19]([CH:17]=[O:18])=[CH:27][C:23]=2[C:24]([O:26][CH2:8][C:9]2[CH:14]=[CH:13][C:12]([F:15])=[C:11]([F:16])[CH:10]=2)=[O:25])[CH:14]=[CH:13][C:12]=1[F:15]. (2) The product is: [CH2:1]([C:8]1[N:16]([CH2:40][CH2:39][NH:41][CH2:43][CH3:44])[C:15]2[C:14](=[O:17])[N:13]([CH2:18][CH2:19][CH3:20])[C:12](=[O:21])[N:11]([CH2:22][CH2:23][C:24]3[CH:29]=[CH:28][CH:27]=[CH:26][C:25]=3[N+:30]([O-:32])=[O:31])[C:10]=2[N:9]=1)[C:2]1[CH:7]=[CH:6][CH:5]=[CH:4][CH:3]=1. Given the reactants [CH2:1]([C:8]1[NH:16][C:15]2[C:14](=[O:17])[N:13]([CH2:18][CH2:19][CH3:20])[C:12](=[O:21])[N:11]([CH2:22][CH2:23][C:24]3[CH:29]=[CH:28][CH:27]=[CH:26][C:25]=3[N+:30]([O-:32])=[O:31])[C:10]=2[N:9]=1)[C:2]1[CH:7]=[CH:6][CH:5]=[CH:4][CH:3]=1.C(=O)([O-])[O-].[Na+].[Na+].[CH2:39]([NH2:41])[CH3:40].Cl[CH2:43][CH2:44]Cl, predict the reaction product.